From a dataset of Catalyst prediction with 721,799 reactions and 888 catalyst types from USPTO. Predict which catalyst facilitates the given reaction. (1) Reactant: [NH2:1][C:2]1[CH:10]=[C:9]([F:11])[CH:8]=[CH:7][C:3]=1[C:4]([OH:6])=[O:5].[Cl:12]N1C(=O)CCC1=O. Product: [NH2:1][C:2]1[CH:10]=[C:9]([F:11])[C:8]([Cl:12])=[CH:7][C:3]=1[C:4]([OH:6])=[O:5]. The catalyst class is: 3. (2) Reactant: [C:1]([N:5]([C:26](=[O:35])[C:27]1[CH:32]=[C:31]([CH3:33])[CH:30]=[C:29]([CH3:34])[CH:28]=1)[NH:6][C:7](=[O:25])[C:8]1[CH:13]=[CH:12][C:11]([CH:14]=O)=[C:10]([B:16]2OC(C)(C)C(C)(C)[O:17]2)[CH:9]=1)([CH3:4])([CH3:3])[CH3:2].[CH3:36][C:37]1[CH:42]=[CH:41][C:40]([S:43]([NH:46][NH2:47])(=[O:45])=[O:44])=[CH:39][CH:38]=1. Product: [C:1]([N:5]([C:26](=[O:35])[C:27]1[CH:32]=[C:31]([CH3:33])[CH:30]=[C:29]([CH3:34])[CH:28]=1)[NH:6][C:7]([C:8]1[CH:13]=[CH:12][C:11]2[CH:14]=[N:47][N:46]([S:43]([C:40]3[CH:41]=[CH:42][C:37]([CH3:36])=[CH:38][CH:39]=3)(=[O:45])=[O:44])[B:16]([OH:17])[C:10]=2[CH:9]=1)=[O:25])([CH3:4])([CH3:3])[CH3:2]. The catalyst class is: 14. (3) Product: [Cl:44][C:21]1[C:20]([B:9]2[O:10][C:11]([CH3:16])([CH3:17])[C:12]([CH3:14])([CH3:15])[O:13]2)=[CH:25][C:24]([NH:26][C:27](=[O:42])[C:28]2[CH:29]=[CH:30][C:31]([O:34][CH2:35][C:36]3[CH:41]=[CH:40][CH:39]=[CH:38][N:37]=3)=[CH:32][CH:33]=2)=[C:23]([CH3:43])[CH:22]=1. Reactant: [CH3:16][C:11]1([CH3:17])[C:12]([CH3:15])([CH3:14])[O:13][B:9]([B:9]2[O:13][C:12]([CH3:15])([CH3:14])[C:11]([CH3:17])([CH3:16])[O:10]2)[O:10]1.Br[C:20]1[C:21]([Cl:44])=[CH:22][C:23]([CH3:43])=[C:24]([NH:26][C:27](=[O:42])[C:28]2[CH:33]=[CH:32][C:31]([O:34][CH2:35][C:36]3[CH:41]=[CH:40][CH:39]=[CH:38][N:37]=3)=[CH:30][CH:29]=2)[CH:25]=1.CC([O-])=O.[K+]. The catalyst class is: 77. (4) Reactant: [Cl:1][C:2]1[N:7]=[CH:6][C:5]([S:8](Cl)(=[O:10])=[O:9])=[CH:4][CH:3]=1.[CH3:12][NH:13][CH:14]1[CH2:19][CH2:18][S:17](=[O:21])(=[O:20])[CH2:16][CH2:15]1.CCN(C(C)C)C(C)C. Product: [Cl:1][C:2]1[N:7]=[CH:6][C:5]([S:8]([N:13]([CH:14]2[CH2:19][CH2:18][S:17](=[O:21])(=[O:20])[CH2:16][CH2:15]2)[CH3:12])(=[O:10])=[O:9])=[CH:4][CH:3]=1. The catalyst class is: 2. (5) Reactant: [I:1][C:2]1[CH:10]=[C:6]([C:7](O)=[O:8])[C:5]([OH:11])=[CH:4][CH:3]=1.B.CSC. Product: [OH:8][CH2:7][C:6]1[CH:10]=[C:2]([I:1])[CH:3]=[CH:4][C:5]=1[OH:11]. The catalyst class is: 7.